This data is from Full USPTO retrosynthesis dataset with 1.9M reactions from patents (1976-2016). The task is: Predict the reactants needed to synthesize the given product. (1) The reactants are: [H-].[Na+].[C:3]([O:11][CH2:12][CH3:13])(=[O:10])[CH2:4][C:5]([O:7][CH2:8][CH3:9])=[O:6].Br[CH2:15][CH:16]([CH2:25]Cl)[O:17][CH2:18][C:19]1[CH:24]=[CH:23][CH:22]=[CH:21][CH:20]=1. Given the product [CH2:18]([O:17][CH:16]1[CH2:25][C:4]([C:5]([O:7][CH2:8][CH3:9])=[O:6])([C:3]([O:11][CH2:12][CH3:13])=[O:10])[CH2:15]1)[C:19]1[CH:24]=[CH:23][CH:22]=[CH:21][CH:20]=1, predict the reactants needed to synthesize it. (2) The reactants are: [O:1]=[C:2]1[C:11]2[C:6](=[CH:7][CH:8]=[CH:9][CH:10]=2)[CH:5]=[CH:4][N:3]1[CH2:12][CH:13]=O.Cl[CH2:16][CH2:17]Cl.[NH2:19][CH2:20][CH2:21][CH2:22][O:23][C:24]1[CH:41]=[CH:40][C:27]2[N:28]([CH2:38][CH3:39])[C:29](=[O:37])[C:30]([CH3:36])([CH3:35])[C:31](=[O:34])[N:32]([CH3:33])[C:26]=2[CH:25]=1.[Na]. Given the product [O:1]=[C:2]1[C:11]2[C:6](=[CH:7][CH:8]=[CH:9][CH:10]=2)[CH:5]=[CH:4][N:3]1[CH2:16][CH2:17][N:19]([CH2:13][CH2:12][N:3]1[CH:4]=[CH:5][C:6]2[C:11](=[CH:10][CH:9]=[CH:8][CH:7]=2)[C:2]1=[O:1])[CH2:20][CH2:21][CH2:22][O:23][C:24]1[CH:41]=[CH:40][C:27]2[N:28]([CH2:38][CH3:39])[C:29](=[O:37])[C:30]([CH3:35])([CH3:36])[C:31](=[O:34])[N:32]([CH3:33])[C:26]=2[CH:25]=1, predict the reactants needed to synthesize it. (3) Given the product [F:30][CH2:29][CH2:28][CH2:27][O:26][C:23]1[CH:24]=[CH:25][C:20]([CH2:19][C@H:11]([C:12]([OH:14])=[O:13])[CH2:10][C@@H:9]([C:31]([OH:33])=[O:32])[NH2:8])=[CH:21][CH:22]=1, predict the reactants needed to synthesize it. The reactants are: C(OC([NH:8][C@H:9]([C:31]([O:33]C(C)(C)C)=[O:32])[CH2:10][C@H:11]([CH2:19][C:20]1[CH:25]=[CH:24][C:23]([O:26][CH2:27][CH2:28][CH2:29][F:30])=[CH:22][CH:21]=1)[C:12]([O:14]C(C)(C)C)=[O:13])=O)(C)(C)C.COC1C=CC=CC=1. (4) Given the product [F:8][C:9]([F:14])([F:13])[C:10]([NH:7][C:3]1[CH:4]=[N:5][O:6][C:2]=1[CH3:1])=[O:11], predict the reactants needed to synthesize it. The reactants are: [CH3:1][C:2]1[O:6][N:5]=[CH:4][C:3]=1[NH2:7].[F:8][C:9]([F:14])([F:13])[C:10](O)=[O:11]. (5) Given the product [C:1]12([C:11]3[CH:22]=[CH:21][C:14]([O:15][CH2:16][CH2:17][C:18]([N:28]4[CH2:29][CH2:30][N:25]([CH3:24])[CH2:26][CH2:27]4)=[O:19])=[C:13]([CH3:23])[CH:12]=3)[CH2:2][CH:3]3[CH2:9][CH:7]([CH2:6][CH:5]([CH2:4]3)[CH2:10]1)[CH2:8]2, predict the reactants needed to synthesize it. The reactants are: [C:1]12([C:11]3[CH:22]=[CH:21][C:14]([O:15][CH2:16][CH2:17][C:18](O)=[O:19])=[C:13]([CH3:23])[CH:12]=3)[CH2:10][CH:5]3[CH2:6][CH:7]([CH2:9][CH:3]([CH2:4]3)[CH2:2]1)[CH2:8]2.[CH3:24][N:25]1[CH2:30][CH2:29][NH:28][CH2:27][CH2:26]1.